Dataset: Catalyst prediction with 721,799 reactions and 888 catalyst types from USPTO. Task: Predict which catalyst facilitates the given reaction. Reactant: Br[CH2:2][C:3]([C:5]1[CH:10]=[CH:9][C:8]([Br:11])=[CH:7][CH:6]=1)=O.[C:12]([NH:15][C:16]([NH2:18])=[NH:17])(=[O:14])[CH3:13]. Product: [Br:11][C:8]1[CH:9]=[CH:10][C:5]([C:3]2[NH:18][C:16]([NH:15][C:12](=[O:14])[CH3:13])=[N:17][CH:2]=2)=[CH:6][CH:7]=1. The catalyst class is: 3.